From a dataset of Full USPTO retrosynthesis dataset with 1.9M reactions from patents (1976-2016). Predict the reactants needed to synthesize the given product. (1) Given the product [C:4]([O:6][CH:7]([CH3:9])[CH3:8])(=[O:5])/[CH:3]=[CH:2]/[C:1]([O:11][CH:12]([CH3:14])[CH3:13])=[O:10].[C:15]([O:25][CH2:26][CH3:27])(=[O:24])[CH:16]=[CH:17][C:18]1[CH:19]=[CH:20][CH:21]=[CH:22][CH:23]=1.[C:28]([O-:32])(=[O:31])[CH:29]=[CH2:30], predict the reactants needed to synthesize it. The reactants are: [C:1]([O:11][CH:12]([CH3:14])[CH3:13])(=[O:10])/[CH:2]=[CH:3]/[C:4]([O:6][CH:7]([CH3:9])[CH3:8])=[O:5].[C:15]([O:25][CH2:26][CH3:27])(=[O:24])[CH:16]=[CH:17][C:18]1[CH:23]=[CH:22][CH:21]=[CH:20][CH:19]=1.[C:28]([OH:32])(=[O:31])[CH:29]=[CH2:30].NC(OCC)=O.C([O-])(=O)C=C.C(OOOC(C)(C)C)(=O)C(C)(C)C. (2) Given the product [O:38]1[C:37]2[CH:41]=[CH:42][C:34]([C:24]3[CH:23]=[C:22]([CH:27]=[C:26]([C:28]4[CH:29]=[CH:30][N:31]=[CH:32][CH:33]=4)[CH:25]=3)[O:21][CH2:20][CH2:19][CH2:18][CH2:17][CH2:16][CH2:15][C:11]3[C:10]([CH2:43][CH2:44][C:45]([OH:47])=[O:46])=[C:9]([CH:14]=[CH:13][CH:12]=3)[O:8][CH2:7][CH2:6][CH2:5][C:4]([OH:50])=[O:3])=[CH:35][C:36]=2[O:40][CH2:39]1, predict the reactants needed to synthesize it. The reactants are: C([O:3][C:4](=[O:50])[CH2:5][CH2:6][CH2:7][O:8][C:9]1[CH:14]=[CH:13][CH:12]=[C:11]([CH2:15][CH2:16][CH2:17][CH2:18][CH2:19][CH2:20][O:21][C:22]2[CH:27]=[C:26]([C:28]3[CH:33]=[CH:32][N:31]=[CH:30][CH:29]=3)[CH:25]=[C:24]([C:34]3[CH:42]=[CH:41][C:37]4[O:38][CH2:39][O:40][C:36]=4[CH:35]=3)[CH:23]=2)[C:10]=1[CH2:43][CH2:44][C:45]([O:47]CC)=[O:46])C.[OH-].[Na+].